From a dataset of Catalyst prediction with 721,799 reactions and 888 catalyst types from USPTO. Predict which catalyst facilitates the given reaction. (1) Reactant: Cl.[NH:2]1[CH2:7][CH2:6][CH:5]([NH:8][C:9]([C:11]2[C:15]([NH:16][C:17](=[O:26])[C:18]3[C:23]([Cl:24])=[CH:22][CH:21]=[CH:20][C:19]=3[Cl:25])=[CH:14][NH:13][N:12]=2)=[O:10])[CH2:4][CH2:3]1.C(N(C(C)C)CC)(C)C.[CH3:36][S:37](Cl)(=[O:39])=[O:38]. Product: [CH3:36][S:37]([N:2]1[CH2:7][CH2:6][CH:5]([NH:8][C:9]([C:11]2[C:15]([NH:16][C:17](=[O:26])[C:18]3[C:23]([Cl:24])=[CH:22][CH:21]=[CH:20][C:19]=3[Cl:25])=[CH:14][NH:13][N:12]=2)=[O:10])[CH2:4][CH2:3]1)(=[O:39])=[O:38]. The catalyst class is: 10. (2) Reactant: [CH3:1][C:2]([N:9]1[CH2:19][CH2:18][C:12]2([C:16](=[O:17])[NH:15][CH2:14][CH2:13]2)[CH2:11][CH2:10]1)([CH3:8])[C:3](OCC)=[O:4].CC(C[AlH]CC(C)C)C. Product: [CH3:8][C:2]([N:9]1[CH2:19][CH2:18][C:12]2([C:16](=[O:17])[NH:15][CH2:14][CH2:13]2)[CH2:11][CH2:10]1)([CH3:1])[CH:3]=[O:4]. The catalyst class is: 11. (3) Reactant: [CH2:1]([O:5][C:6]([CH:8]1[CH:17](Br)[CH:16](OCC)[C:15]2[C:10](=[CH:11][CH:12]=[C:13]([C:22]([F:25])([F:24])[F:23])[CH:14]=2)[NH:9]1)=[O:7])[CH2:2][CH2:3][CH3:4].C1CCN2C(=NCCC2)CC1. Product: [CH2:1]([O:5][C:6]([C:8]1[CH:17]=[CH:16][C:15]2[C:10](=[CH:11][CH:12]=[C:13]([C:22]([F:25])([F:23])[F:24])[CH:14]=2)[N:9]=1)=[O:7])[CH2:2][CH2:3][CH3:4]. The catalyst class is: 1. (4) The catalyst class is: 4. Product: [C:14]([O:13][C:11]([N:8]1[CH2:9][CH2:10][C:5]([NH:18][S:19]([C:22]2[CH:27]=[CH:26][C:25]([C:28]3[CH:29]=[CH:30][C:31]([O:34][CH3:35])=[CH:32][CH:33]=3)=[CH:24][CH:23]=2)(=[O:21])=[O:20])([C:3]([OH:4])=[O:2])[CH2:6][CH2:7]1)=[O:12])([CH3:17])([CH3:16])[CH3:15]. Reactant: C[O:2][C:3]([C:5]1([NH:18][S:19]([C:22]2[CH:27]=[CH:26][C:25]([C:28]3[CH:33]=[CH:32][C:31]([O:34][CH3:35])=[CH:30][CH:29]=3)=[CH:24][CH:23]=2)(=[O:21])=[O:20])[CH2:10][CH2:9][N:8]([C:11]([O:13][C:14]([CH3:17])([CH3:16])[CH3:15])=[O:12])[CH2:7][CH2:6]1)=[O:4].COC(C1(N)CCN(C(OC(C)(C)C)=O)CC1)=O.C(N(CC)CC)C.COC1C=C(S(Cl)(=O)=O)C(C2C=CC=CC=2)=CC=1.